From a dataset of Full USPTO retrosynthesis dataset with 1.9M reactions from patents (1976-2016). Predict the reactants needed to synthesize the given product. (1) Given the product [Cl:37][C:38]1[C:39]([C:59]2[N:60]([CH:65]([CH3:67])[CH3:66])[C:61]([CH3:64])=[N:62][CH:63]=2)=[N:40][C:41]([NH:44][C:45]2[CH:57]=[CH:56][C:48]([C:49]([NH:51][CH2:52][C@@H:53]([NH:2][CH3:1])[CH3:54])=[O:50])=[C:47]([F:58])[CH:46]=2)=[N:42][CH:43]=1, predict the reactants needed to synthesize it. The reactants are: [CH3:1][NH:2]S(C1C=CC([N+]([O-])=O)=CC=1[N+]([O-])=O)(=O)=O.C1(P(C2C=CC=CC=2)C2C=CC=CC=2)C=CC=CC=1.[Cl:37][C:38]1[C:39]([C:59]2[N:60]([CH:65]([CH3:67])[CH3:66])[C:61]([CH3:64])=[N:62][CH:63]=2)=[N:40][C:41]([NH:44][C:45]2[CH:57]=[CH:56][C:48]([C:49]([NH:51][CH2:52][C@H:53](O)[CH3:54])=[O:50])=[C:47]([F:58])[CH:46]=2)=[N:42][CH:43]=1.CC(OC(/N=N/C(OC(C)C)=O)=O)C.C(N)CC. (2) Given the product [CH3:15][O:14][C:11]1[CH:12]=[C:13]2[C:8]([CH2:7][CH2:6][NH:5][C:4]2=[O:3])=[CH:9][CH:10]=1, predict the reactants needed to synthesize it. The reactants are: C([O:3][C:4](=O)[NH:5][CH2:6][CH2:7][C:8]1[CH:13]=[CH:12][C:11]([O:14][CH3:15])=[CH:10][CH:9]=1)C.C(OC(=O)C)C. (3) Given the product [C:1]([O:5][C:6](=[O:44])[NH:7][CH:8]([CH2:17][C:18]1[CH:23]=[CH:22][C:21]([O:24][C:25]2[CH:26]=[CH:27][C:28]([CH2:31][CH2:32][C:33](=[O:43])[NH:34][OH:35])=[CH:29][CH:30]=2)=[CH:20][CH:19]=1)[C:9]([N:11]1[CH2:12][CH2:13][O:14][CH2:15][CH2:16]1)=[O:10])([CH3:4])([CH3:2])[CH3:3], predict the reactants needed to synthesize it. The reactants are: [C:1]([O:5][C:6](=[O:44])[NH:7][CH:8]([CH2:17][C:18]1[CH:23]=[CH:22][C:21]([O:24][C:25]2[CH:30]=[CH:29][C:28]([CH2:31][CH2:32][C:33](=[O:43])[NH:34][O:35]CC3C=CC=CC=3)=[CH:27][CH:26]=2)=[CH:20][CH:19]=1)[C:9]([N:11]1[CH2:16][CH2:15][O:14][CH2:13][CH2:12]1)=[O:10])([CH3:4])([CH3:3])[CH3:2].[H][H].